Dataset: Full USPTO retrosynthesis dataset with 1.9M reactions from patents (1976-2016). Task: Predict the reactants needed to synthesize the given product. (1) Given the product [ClH:49].[ClH:53].[NH2:16][C:17]1([CH2:29][N:30]2[CH2:35][CH2:34][N:33]([S:36]([C:39]3[CH:48]=[CH:47][C:46]4[C:41](=[CH:42][CH:43]=[C:44]([Cl:49])[CH:45]=4)[CH:40]=3)(=[O:37])=[O:38])[CH2:32][C:31]2=[O:50])[CH2:22][CH2:21][N:20]([C:23]2[CH:24]=[CH:25][N:26]=[CH:27][CH:28]=2)[CH2:19][CH2:18]1, predict the reactants needed to synthesize it. The reactants are: I[Si](C)(C)C.C(OC([NH:16][C:17]1([CH2:29][N:30]2[CH2:35][CH2:34][N:33]([S:36]([C:39]3[CH:48]=[CH:47][C:46]4[C:41](=[CH:42][CH:43]=[C:44]([Cl:49])[CH:45]=4)[CH:40]=3)(=[O:38])=[O:37])[CH2:32][C:31]2=[O:50])[CH2:22][CH2:21][N:20]([C:23]2[CH:28]=[CH:27][N:26]=[CH:25][CH:24]=2)[CH2:19][CH2:18]1)=O)C1C=CC=CC=1.CO.[ClH:53]. (2) The reactants are: [C:1]([O:5][C:6](=[O:40])[NH:7][C:8]1([C:12]2[CH:17]=[CH:16][C:15]([C:18]3[C:27](=[O:28])[C:26]4[C:21](=[CH:22][C:23](C5NN=CC=5)=[CH:24][CH:25]=4)[O:20][C:19]=3[C:34]3[CH:39]=[CH:38][CH:37]=[CH:36][CH:35]=3)=[CH:14][CH:13]=2)[CH2:11][CH2:10][CH2:9]1)([CH3:4])([CH3:3])[CH3:2].C(OC(=O)NC1(C2C=CC(C3C(=O)C4C(=C(Br)C=CC=4)OC=3C3C=CC=CC=3)=CC=2)CCC1)(C)(C)C.[CH3:77][N:78]1[C:82]([CH3:83])=[C:81](B2OC(C)(C)C(C)(C)O2)[CH:80]=[N:79]1. Given the product [C:1]([O:5][C:6](=[O:40])[NH:7][C:8]1([C:12]2[CH:17]=[CH:16][C:15]([C:18]3[C:27](=[O:28])[C:26]4[C:21](=[C:22]([C:81]5[CH:80]=[N:79][N:78]([CH3:77])[C:82]=5[CH3:83])[CH:23]=[CH:24][CH:25]=4)[O:20][C:19]=3[C:34]3[CH:35]=[CH:36][CH:37]=[CH:38][CH:39]=3)=[CH:14][CH:13]=2)[CH2:11][CH2:10][CH2:9]1)([CH3:3])([CH3:4])[CH3:2], predict the reactants needed to synthesize it. (3) Given the product [F:8][C:4]1[CH:5]=[CH:6][CH:7]=[C:2]([F:1])[C:3]=1[NH:9][C:10]([C@H:12]1[N:20]([C:21](=[O:48])[C@@H:22]([NH:26][C:27](=[O:47])[C@@H:28]([NH:30][CH2:41][CH2:42][S:43]([CH3:46])(=[O:44])=[O:45])[CH3:29])[CH:23]([CH3:24])[CH3:25])[C:15]2=[N:16][CH:17]=[CH:18][CH:19]=[C:14]2[CH2:13]1)=[O:11], predict the reactants needed to synthesize it. The reactants are: [F:1][C:2]1[CH:7]=[CH:6][CH:5]=[C:4]([F:8])[C:3]=1[NH:9][C:10]([C@H:12]1[N:20]([C:21](=[O:48])[C@@H:22]([NH:26][C:27](=[O:47])[C@@H:28]([N:30]([CH2:41][CH2:42][S:43]([CH3:46])(=[O:45])=[O:44])C(=O)OCC2C=CC=CC=2)[CH3:29])[CH:23]([CH3:25])[CH3:24])[C:15]2=[N:16][CH:17]=[CH:18][CH:19]=[C:14]2[CH2:13]1)=[O:11].